This data is from Reaction yield outcomes from USPTO patents with 853,638 reactions. The task is: Predict the reaction yield, written as a fraction of the theoretical maximum amount of product (1.0 means a 100% yield; for example, 0.34 means a 34% yield). The reactants are [Cl:1]C(N(C)C)=C(C)C.[Br:9][C:10]1[CH:11]=[C:12]2[C:22](=[CH:23][CH:24]=1)[O:21][C:15]1[CH:16]=[N:17][C:18]([Cl:20])=[CH:19][C:14]=1[C:13]2([NH:28][C:29]([NH:31][C:32](=[O:42])[C:33]1[CH:38]=[CH:37][C:36]([N+:39]([O-:41])=[O:40])=[CH:35][CH:34]=1)=[S:30])[CH2:25][CH2:26]O. The catalyst is C(Cl)Cl. The product is [ClH:1].[Br:9][C:10]1[CH:11]=[C:12]2[C:13]3([CH2:25][CH2:26][S:30][C:29]([NH:31][C:32](=[O:42])[C:33]4[CH:34]=[CH:35][C:36]([N+:39]([O-:41])=[O:40])=[CH:37][CH:38]=4)=[N:28]3)[C:14]3[CH:19]=[C:18]([Cl:20])[N:17]=[CH:16][C:15]=3[O:21][C:22]2=[CH:23][CH:24]=1. The yield is 0.850.